Predict the reaction yield, written as a fraction of the theoretical maximum amount of product (1.0 means a 100% yield; for example, 0.34 means a 34% yield). From a dataset of Reaction yield outcomes from USPTO patents with 853,638 reactions. (1) The reactants are [Br:1][C:2]1[CH:3]=[CH:4][C:5]2[NH:10][C:9](=O)[O:8][C:7](=[O:12])[C:6]=2[C:13]=1[O:14][CH3:15]. The yield is 0.872. The catalyst is CO. The product is [NH2:10][C:5]1[C:6]([C:7]([O:8][CH3:9])=[O:12])=[C:13]([O:14][CH3:15])[C:2]([Br:1])=[CH:3][CH:4]=1. (2) The yield is 0.730. The reactants are [CH2:1]([O:3][C:4](=[O:41])[CH2:5][CH2:6][CH2:7][O:8][C:9]1[CH:14]=[CH:13][CH:12]=[C:11]([CH2:15][CH2:16][CH2:17][CH2:18][CH2:19][CH2:20][O:21][C:22]2[CH:27]=[C:26]([C:28]3[CH:32]=[CH:31][S:30][CH:29]=3)[CH:25]=[C:24](I)[CH:23]=2)[C:10]=1[CH2:34][CH2:35][C:36]([O:38][CH2:39][CH3:40])=[O:37])[CH3:2].[N:42]1[CH:47]=[C:46](B(O)O)[CH:45]=[N:44][CH:43]=1. The product is [CH2:1]([O:3][C:4](=[O:41])[CH2:5][CH2:6][CH2:7][O:8][C:9]1[CH:14]=[CH:13][CH:12]=[C:11]([CH2:15][CH2:16][CH2:17][CH2:18][CH2:19][CH2:20][O:21][C:22]2[CH:27]=[C:26]([C:28]3[CH:32]=[CH:31][S:30][CH:29]=3)[CH:25]=[C:24]([C:46]3[CH:47]=[N:42][CH:43]=[N:44][CH:45]=3)[CH:23]=2)[C:10]=1[CH2:34][CH2:35][C:36]([O:38][CH2:39][CH3:40])=[O:37])[CH3:2]. No catalyst specified. (3) The catalyst is CC(N(C)C)=O.Cl. The product is [F:17][C:2]([F:1])([F:16])[O:3][C:4]1[CH:15]=[CH:14][C:7]2[S:8][CH:9]=[CH:10][C:6]=2[CH:5]=1. The reactants are [F:1][C:2]([F:17])([F:16])[O:3][C:4]1[CH:15]=[CH:14][C:7]2[S:8][C:9](C(O)=O)=[CH:10][C:6]=2[CH:5]=1.N12CCCN=C1CCCCC2. The yield is 0.310. (4) The reactants are [N+]([C:4]1[CH:13]=[CH:12][C:11]2[C:6](=[CH:7][CH:8]=[CH:9][CH:10]=2)[N:5]=1)([O-])=O.[C:14](CC(OCC)=O)#[N:15].[OH-].[K+].C[N:25](C)C=O. No catalyst specified. The product is [NH2:25][C:9]1[CH:8]=[CH:7][C:6]2[N:5]=[CH:4][CH:13]=[CH:12][C:11]=2[C:10]=1[C:14]#[N:15]. The yield is 0.700. (5) The reactants are [CH3:1][C:2]1([CH3:21])[CH2:6][C:5]2[CH:7]=[C:8]([N:16]3[CH:20]=[N:19][N:18]=[N:17]3)[CH:9]=[C:10]([C:11]([O:13]CC)=[O:12])[C:4]=2[O:3]1.[OH-].[Li+].CO.O1CCCC1. The catalyst is O. The product is [CH3:1][C:2]1([CH3:21])[CH2:6][C:5]2[CH:7]=[C:8]([N:16]3[CH:20]=[N:19][N:18]=[N:17]3)[CH:9]=[C:10]([C:11]([OH:13])=[O:12])[C:4]=2[O:3]1. The yield is 0.830. (6) The reactants are N1C2C(=C(N3CCN(CC4CCC5C(=CC=CC=5)N4)CC3)C=CC=2)C=C1.[F:27][C:28]([F:55])([F:54])[CH2:29][O:30][C:31]1[CH:36]=[CH:35][CH:34]=[CH:33][C:32]=1[N:37]1[CH2:42][CH2:41][N:40]([CH2:43][C:44]2[CH:53]=[CH:52][C:51]3[C:46](=[CH:47][CH:48]=[CH:49][CH:50]=3)[N:45]=2)[CH2:39][CH2:38]1. No catalyst specified. The product is [NH:45]1[C:46]2[C:51](=[CH:50][CH:49]=[CH:48][CH:47]=2)[CH2:52][CH2:53][CH:44]1[CH2:43][N:40]1[CH2:41][CH2:42][N:37]([C:32]2[CH:33]=[CH:34][CH:35]=[CH:36][C:31]=2[O:30][CH2:29][C:28]([F:54])([F:55])[F:27])[CH2:38][CH2:39]1. The yield is 0.610.